From a dataset of Forward reaction prediction with 1.9M reactions from USPTO patents (1976-2016). Predict the product of the given reaction. (1) Given the reactants [OH:1][CH2:2][C@H:3]1[CH2:8][CH2:7][C@H:6]([NH:9][C:10](=[O:16])[O:11][C:12]([CH3:15])([CH3:14])[CH3:13])[CH2:5][CH2:4]1.C(N(CC)CC)C.[C:24]1([CH3:34])[CH:29]=[CH:28][C:27]([S:30](Cl)(=[O:32])=[O:31])=[CH:26][CH:25]=1.O, predict the reaction product. The product is: [CH3:34][C:24]1[CH:29]=[CH:28][C:27]([S:30]([O:1][CH2:2][C@H:3]2[CH2:4][CH2:5][C@H:6]([NH:9][C:10]([O:11][C:12]([CH3:13])([CH3:15])[CH3:14])=[O:16])[CH2:7][CH2:8]2)(=[O:32])=[O:31])=[CH:26][CH:25]=1. (2) The product is: [CH3:15][N:16]([C:17]1[CH:22]=[CH:21][CH:20]=[CH:19][CH:18]=1)[C:6]([CH2:5][CH2:4][CH2:3][CH2:2][S:23][C:24]1[N:28]([CH2:29][C:30]([O:32][C:33]([CH3:35])([CH3:36])[CH3:34])=[O:31])[C:27]2[CH:37]=[CH:38][CH:39]=[CH:40][C:26]=2[N:25]=1)=[O:7]. Given the reactants Br[CH2:2][CH2:3][CH2:4][CH2:5][C:6](Cl)=[O:7].C([O-])([O-])=O.[K+].[K+].[CH3:15][NH:16][C:17]1[CH:22]=[CH:21][CH:20]=[CH:19][CH:18]=1.[SH:23][C:24]1[N:28]([CH2:29][C:30]([O:32][C:33]([CH3:36])([CH3:35])[CH3:34])=[O:31])[C:27]2[CH:37]=[CH:38][CH:39]=[CH:40][C:26]=2[N:25]=1, predict the reaction product.